Dataset: Catalyst prediction with 721,799 reactions and 888 catalyst types from USPTO. Task: Predict which catalyst facilitates the given reaction. (1) Reactant: [Cl:1][C:2]1[CH:25]=[CH:24][C:5]2[N:6]=[C:7]([NH:9][C:10]3[N:14]([CH2:15][CH3:16])[C:13]4[CH:17]=[CH:18][C:19]([C:21](O)=[O:22])=[CH:20][C:12]=4[N:11]=3)[S:8][C:4]=2[CH:3]=1.[CH3:26][O:27][CH2:28][CH2:29][NH2:30].CN(C(ON1N=NC2C=CC=CC1=2)=[N+](C)C)C.F[P-](F)(F)(F)(F)F.CCN(C(C)C)C(C)C. Product: [CH3:26][O:27][CH2:28][CH2:29][NH:30][C:21]([C:19]1[CH:18]=[CH:17][C:13]2[N:14]([CH2:15][CH3:16])[C:10]([NH:9][C:7]3[S:8][C:4]4[CH:3]=[C:2]([Cl:1])[CH:25]=[CH:24][C:5]=4[N:6]=3)=[N:11][C:12]=2[CH:20]=1)=[O:22]. The catalyst class is: 3. (2) Reactant: [OH-].[K+].[F:3][C:4]1[CH:9]=[C:8]([O:10][CH2:11][CH2:12][C:13]2[CH:18]=[CH:17][CH:16]=[CH:15][N:14]=2)[CH:7]=[CH:6][C:5]=1[NH:19][S:20]([C:23]1[CH:24]=[C:25]2[C:30](=[CH:31][CH:32]=1)[CH2:29][N:28](C(=O)C(F)(F)F)[CH2:27][CH2:26]2)(=[O:22])=[O:21]. Product: [F:3][C:4]1[CH:9]=[C:8]([O:10][CH2:11][CH2:12][C:13]2[CH:18]=[CH:17][CH:16]=[CH:15][N:14]=2)[CH:7]=[CH:6][C:5]=1[NH:19][S:20]([C:23]1[CH:24]=[C:25]2[C:30](=[CH:31][CH:32]=1)[CH2:29][NH:28][CH2:27][CH2:26]2)(=[O:22])=[O:21]. The catalyst class is: 40. (3) Reactant: [CH:1]([CH:3]=O)=[O:2].[CH2:5]([NH:12][N:13]=[CH:14][C:15](=[O:17])[CH3:16])[C:6]1[CH:11]=[CH:10][CH:9]=[CH:8][CH:7]=1. Product: [CH2:5]([N:12]1[CH:16]=[C:15]([OH:17])[C:14]([C:1](=[O:2])[CH3:3])=[N:13]1)[C:6]1[CH:11]=[CH:10][CH:9]=[CH:8][CH:7]=1. The catalyst class is: 72. (4) Reactant: CC([O-])(C)C.[K+].[O:7]1[CH2:12][CH2:11][CH2:10][CH2:9][CH:8]1[O:13][C:14]1[CH:31]=[CH:30][C:29]2[C@@H:28]3[C@H:19]([C@H:20]4[C@@:24]([CH2:26][CH2:27]3)([CH3:25])[C@@H:23]([O:32][CH:33]3[CH2:38][CH2:37][CH2:36][CH2:35][O:34]3)[CH2:22][CH2:21]4)[CH2:18][C:17](=[O:39])[C:16]=2[CH:15]=1.B(CC)(CC)CC.[CH2:47]([N:51]([CH3:65])[C:52](=[O:64])[CH2:53][CH2:54][CH2:55][CH2:56][CH2:57][CH2:58][CH2:59][CH2:60][CH2:61][CH2:62]I)[CH2:48][CH2:49][CH3:50]. Product: [CH2:47]([N:51]([CH3:65])[C:52](=[O:64])[CH2:53][CH2:54][CH2:55][CH2:56][CH2:57][CH2:58][CH2:59][CH2:60][CH2:61][CH2:62][C@@H:18]1[C:17](=[O:39])[C:16]2[CH:15]=[C:14]([O:13][CH:8]3[CH2:9][CH2:10][CH2:11][CH2:12][O:7]3)[CH:31]=[CH:30][C:29]=2[C@@H:28]2[C@@H:19]1[C@H:20]1[C@@:24]([CH2:26][CH2:27]2)([CH3:25])[C@@H:23]([O:32][CH:33]2[CH2:38][CH2:37][CH2:36][CH2:35][O:34]2)[CH2:22][CH2:21]1)[CH2:48][CH2:49][CH3:50]. The catalyst class is: 216. (5) Reactant: CON(C)[C:4]([C:6]1[CH:7]=[C:8]2[C:13](=[CH:14][CH:15]=1)[N:12]=[CH:11][CH:10]=[CH:9]2)=[O:5].[CH3:17][Mg+].[Br-].[NH4+].[Cl-]. Product: [N:12]1[C:13]2[C:8](=[CH:7][C:6]([C:4](=[O:5])[CH3:17])=[CH:15][CH:14]=2)[CH:9]=[CH:10][CH:11]=1. The catalyst class is: 1. (6) Reactant: C([Si](C1C=CC=CC=1)(C1C=CC=CC=1)[O:6][C@@H:7]1[CH2:11][C@H:10]([C:12]#[N:13])[C@@H:9]([O:14][CH3:15])[CH2:8]1)(C)(C)C.CCCC[N+](CCCC)(CCCC)CCCC.[F-].C(O)(=O)C. Product: [OH:6][C@@H:7]1[CH2:11][C@H:10]([C:12]#[N:13])[C@@H:9]([O:14][CH3:15])[CH2:8]1. The catalyst class is: 1.